Regression. Given two drug SMILES strings and cell line genomic features, predict the synergy score measuring deviation from expected non-interaction effect. From a dataset of NCI-60 drug combinations with 297,098 pairs across 59 cell lines. (1) Drug 2: COCCOC1=C(C=C2C(=C1)C(=NC=N2)NC3=CC=CC(=C3)C#C)OCCOC.Cl. Cell line: ACHN. Synergy scores: CSS=41.0, Synergy_ZIP=-0.871, Synergy_Bliss=-0.0161, Synergy_Loewe=0.627, Synergy_HSA=3.24. Drug 1: C1CN1P(=S)(N2CC2)N3CC3. (2) Drug 1: CN(C(=O)NC(C=O)C(C(C(CO)O)O)O)N=O. Drug 2: C(CN)CNCCSP(=O)(O)O. Cell line: MALME-3M. Synergy scores: CSS=9.92, Synergy_ZIP=-5.01, Synergy_Bliss=-8.35, Synergy_Loewe=0.112, Synergy_HSA=-4.04.